From a dataset of Retrosynthesis with 50K atom-mapped reactions and 10 reaction types from USPTO. Predict the reactants needed to synthesize the given product. (1) The reactants are: CS(=O)(=O)Cl.N[C@H]1Cc2ccc(Cn3cc(CO)c(C(F)(F)F)n3)cc2C1. Given the product CS(=O)(=O)N[C@H]1Cc2ccc(Cn3cc(CO)c(C(F)(F)F)n3)cc2C1, predict the reactants needed to synthesize it. (2) The reactants are: CC[C@H](C)[C@H](NC(=O)OC(C)(C)C)C(=O)OC(C)OC(=O)N(C[C@H]1CN(c2ccc(C3CCS(=O)(=O)CC3)c(F)c2)C(=O)O1)C(C)=O. Given the product CC[C@H](C)[C@H](N)C(=O)OC(C)OC(=O)N(C[C@H]1CN(c2ccc(C3CCS(=O)(=O)CC3)c(F)c2)C(=O)O1)C(C)=O, predict the reactants needed to synthesize it. (3) Given the product CCCCCCCCCCCCCCOc1ccc(NCc2cccnc2)cc1, predict the reactants needed to synthesize it. The reactants are: CCCCCCCCCCCCCCOc1ccc(N)cc1.O=Cc1cccnc1. (4) Given the product CC(C)(C)OC(=O)N1CCN(S(=O)(=O)c2ccc(C#N)cc2)CC1, predict the reactants needed to synthesize it. The reactants are: CC(C)(C)OC(=O)N1CCNCC1.N#Cc1ccc(S(=O)(=O)Cl)cc1. (5) Given the product CC1(C)OB(c2ccc(Cl)cc2O)OC1(C)C, predict the reactants needed to synthesize it. The reactants are: CC(C)(O)C(C)(C)O.OB(O)c1ccc(Cl)cc1O. (6) Given the product O=C(Nc1cccc(-c2nn3ccccc3c2-c2ccnc(Nc3ccc4cnccc4c3)n2)c1)c1c(F)cccc1F, predict the reactants needed to synthesize it. The reactants are: Nc1ccc2cnccc2c1.O=C(Nc1cccc(-c2nn3ccccc3c2-c2ccnc(Cl)n2)c1)c1c(F)cccc1F. (7) Given the product COc1nc(NCCCN2CCOCC2)nc(OC)c1NC(=O)c1csc(Oc2cccc(C(C)(C)C)c2)n1, predict the reactants needed to synthesize it. The reactants are: CCOC(=O)c1csc(Oc2cccc(C(C)(C)C)c2)n1.COc1nc(NCCCN2CCOCC2)nc(OC)c1N. (8) Given the product Cc1cc(C[C@@H](OC(=O)N2CCC(c3cc4ccccc4[nH]c3=O)CC2)C(=O)N2CCC3(CCN(C)CC3)CC2)cc2cn[nH]c12, predict the reactants needed to synthesize it. The reactants are: CN1CCC2(CCNCC2)CC1.Cc1cc(C[C@@H](OC(=O)N2CCC(c3cc4ccccc4[nH]c3=O)CC2)C(=O)O)cc2cn[nH]c12. (9) Given the product CNCc1cccc(C(=O)Nc2ccc(N3CCCCC3)cc2C(=O)N/N=C/c2ccc(Cl)c(C(F)(F)F)c2)c1, predict the reactants needed to synthesize it. The reactants are: CN.O=C(Nc1ccc(N2CCCCC2)cc1C(=O)N/N=C/c1ccc(Cl)c(C(F)(F)F)c1)c1cccc(CBr)c1. (10) Given the product O=C(C1CC1)N1CC[C@@H](Cn2c(-c3ccc(-c4ccnc5[nH]ccc45)cc3)nc3cnccc32)C1, predict the reactants needed to synthesize it. The reactants are: Brc1ccnc2[nH]ccc12.O=C(C1CC1)N1CC[C@@H](Cn2c(-c3ccc(Br)cc3)nc3cnccc32)C1.